This data is from Reaction yield outcomes from USPTO patents with 853,638 reactions. The task is: Predict the reaction yield, written as a fraction of the theoretical maximum amount of product (1.0 means a 100% yield; for example, 0.34 means a 34% yield). (1) The reactants are [CH:1](=O)[CH3:2].[NH2:4][C:5]1[CH:6]=[C:7]([CH:17]=[CH:18][CH:19]=1)[CH2:8][NH:9][C:10](=[O:16])[O:11][C:12]([CH3:15])([CH3:14])[CH3:13].[BH3-]C#N.[Na+].[CH3:24][C:25](O)=O. The catalyst is CC#N.O. The product is [CH2:24]([N:4]([CH2:1][CH3:2])[C:5]1[CH:6]=[C:7]([CH:17]=[CH:18][CH:19]=1)[CH2:8][NH:9][C:10](=[O:16])[O:11][C:12]([CH3:15])([CH3:14])[CH3:13])[CH3:25]. The yield is 0.770. (2) The product is [OH:1][C:2]1[CH:7]=[CH:6][C:5]([C:12]2[CH:17]=[CH:16][C:15]([S:18]([NH:21][CH2:22][CH2:23][NH:24][C:25](=[O:31])[O:26][C:27]([CH3:29])([CH3:28])[CH3:30])(=[O:19])=[O:20])=[CH:14][CH:13]=2)=[CH:4][CH:3]=1. The reactants are [OH:1][C:2]1[CH:7]=[CH:6][C:5](B(O)O)=[CH:4][CH:3]=1.Br[C:12]1[CH:17]=[CH:16][C:15]([S:18]([NH:21][CH2:22][CH2:23][NH:24][C:25](=[O:31])[O:26][C:27]([CH3:30])([CH3:29])[CH3:28])(=[O:20])=[O:19])=[CH:14][CH:13]=1.C([O-])([O-])=O.[Na+].[Na+]. The catalyst is Cl[Pd](Cl)([P](C1C=CC=CC=1)(C1C=CC=CC=1)C1C=CC=CC=1)[P](C1C=CC=CC=1)(C1C=CC=CC=1)C1C=CC=CC=1.COCCOC. The yield is 0.650. (3) The reactants are C[Si]([C:5]#[C:6][C:7]1[CH:16]=[CH:15][C:10]([C:11]([O:13][CH3:14])=[O:12])=[CH:9][CH:8]=1)(C)C.CCCC[N+](CCCC)(CCCC)CCCC.[F-]. The catalyst is C1COCC1. The product is [C:6]([C:7]1[CH:16]=[CH:15][C:10]([C:11]([O:13][CH3:14])=[O:12])=[CH:9][CH:8]=1)#[CH:5]. The yield is 0.760. (4) The reactants are [F:1][C:2]1[CH:7]=[CH:6][C:5]([C@:8]([C:22]2[CH:27]=[C:26]([O:28][C:29]([F:34])([F:33])[CH:30]([F:32])[F:31])[CH:25]=[C:24]([F:35])[CH:23]=2)([N+:20]#[C-])[CH2:9][C:10]2[CH:19]=[CH:18][C:13]([C:14]([O:16][CH3:17])=[O:15])=[CH:12][CH:11]=2)=[CH:4][C:3]=1[O:36][CH:37]([CH3:39])[CH3:38].Cl. The catalyst is CO.O1CCOCC1. The product is [NH2:20][C@:8]([C:5]1[CH:6]=[CH:7][C:2]([F:1])=[C:3]([O:36][CH:37]([CH3:39])[CH3:38])[CH:4]=1)([C:22]1[CH:27]=[C:26]([O:28][C:29]([F:34])([F:33])[CH:30]([F:32])[F:31])[CH:25]=[C:24]([F:35])[CH:23]=1)[CH2:9][C:10]1[CH:19]=[CH:18][C:13]([C:14]([O:16][CH3:17])=[O:15])=[CH:12][CH:11]=1. The yield is 0.860. (5) The reactants are [OH:1][N:2]1[C:7]([CH3:9])([CH3:8])[CH2:6][CH:5]([OH:10])[CH2:4][C:3]1([CH3:12])[CH3:11].[C:13](#N)[CH3:14].Cl.OO. The catalyst is O.[Fe].C1CCCCC1. The product is [CH:14]1([O:1][N:2]2[C:7]([CH3:8])([CH3:9])[CH2:6][CH:5]([OH:10])[CH2:4][C:3]2([CH3:12])[CH3:11])[CH2:13][CH2:5][CH2:4][CH2:3][CH2:11]1. The yield is 0.750. (6) The reactants are Br[C:2]1[CH:7]=[CH:6][C:5]([C:8]2[O:12][N:11]=[CH:10][C:9]=2[CH2:13][CH2:14][CH2:15][OH:16])=[CH:4][CH:3]=1.[Cu](C#N)[C:18]#[N:19].O1CCOCC1. The catalyst is [C-]#N.C([N+](CC)(CC)CC)C.C1C=CC(/C=C/C(/C=C/C2C=CC=CC=2)=O)=CC=1.C1C=CC(/C=C/C(/C=C/C2C=CC=CC=2)=O)=CC=1.C1C=CC(/C=C/C(/C=C/C2C=CC=CC=2)=O)=CC=1.[Pd].[Pd].C1(P(C2C=CC=CC=2)[C-]2C=CC=C2)C=CC=CC=1.[C-]1(P(C2C=CC=CC=2)C2C=CC=CC=2)C=CC=C1.[Fe+2].O. The product is [C:18]([C:2]1[CH:7]=[CH:6][C:5]([C:8]2[O:12][N:11]=[CH:10][C:9]=2[CH2:13][CH2:14][CH2:15][OH:16])=[CH:4][CH:3]=1)#[N:19]. The yield is 0.520. (7) The reactants are C[O:2][C:3](=O)[CH2:4][CH2:5][C:6]1[CH:7]=[CH:8][C:9]2[N:13]=[C:12]([CH2:14][NH:15][C:16]3[CH:21]=[CH:20][CH:19]=[CH:18][C:17]=3/[CH:22]=[CH:23]/[C:24]([O:26][C:27]([CH3:30])([CH3:29])[CH3:28])=[O:25])[NH:11][C:10]=2[CH:31]=1.[NH3:33]. The catalyst is CO. The product is [NH2:33][C:3](=[O:2])[CH2:4][CH2:5][C:6]1[CH:7]=[CH:8][C:9]2[N:13]=[C:12]([CH2:14][NH:15][C:16]3[CH:21]=[CH:20][CH:19]=[CH:18][C:17]=3/[CH:22]=[CH:23]/[C:24]([O:26][C:27]([CH3:30])([CH3:28])[CH3:29])=[O:25])[NH:11][C:10]=2[CH:31]=1. The yield is 0.680. (8) The reactants are O[CH2:2][C@@H:3]([CH3:16])[CH2:4][N:5]1[C:10]2[CH:11]=[CH:12][CH:13]=[CH:14][C:9]=2[O:8][CH2:7][C:6]1=[O:15].C1(P(C2C=CC=CC=2)C2C=CC=CC=2)C=CC=CC=1.N1C=CN=C1.[I:41]I. The catalyst is C(Cl)(Cl)Cl. The product is [I:41][CH2:2][C@@H:3]([CH3:16])[CH2:4][N:5]1[C:10]2[CH:11]=[CH:12][CH:13]=[CH:14][C:9]=2[O:8][CH2:7][C:6]1=[O:15]. The yield is 0.800.